From a dataset of Reaction yield outcomes from USPTO patents with 853,638 reactions. Predict the reaction yield, written as a fraction of the theoretical maximum amount of product (1.0 means a 100% yield; for example, 0.34 means a 34% yield). The reactants are [NH2:1][C:2]1[N:7]=[N:6][C:5]([C:8]2[CH:9]=[C:10]([CH:15]=[CH:16][CH:17]=2)[C:11]([O:13][CH3:14])=[O:12])=[CH:4][CH:3]=1.C([O-])(O)=O.[Na+].[Br:23]Br. The catalyst is CO. The product is [NH2:1][C:2]1[N:7]=[N:6][C:5]([C:8]2[CH:9]=[C:10]([CH:15]=[CH:16][CH:17]=2)[C:11]([O:13][CH3:14])=[O:12])=[CH:4][C:3]=1[Br:23]. The yield is 0.390.